This data is from Peptide-MHC class I binding affinity with 185,985 pairs from IEDB/IMGT. The task is: Regression. Given a peptide amino acid sequence and an MHC pseudo amino acid sequence, predict their binding affinity value. This is MHC class I binding data. (1) The peptide sequence is NIVTFINDY. The MHC is HLA-A33:01 with pseudo-sequence HLA-A33:01. The binding affinity (normalized) is 0. (2) The peptide sequence is REAPAHVST. The MHC is HLA-B40:01 with pseudo-sequence HLA-B40:01. The binding affinity (normalized) is 0.645.